From a dataset of Catalyst prediction with 721,799 reactions and 888 catalyst types from USPTO. Predict which catalyst facilitates the given reaction. Reactant: [F:1][C:2]([F:16])([F:15])[CH2:3][C:4]1[NH:5][C:6]2[C:11]([CH:12]=1)=[CH:10][C:9]([C:13]#[N:14])=[CH:8][CH:7]=2.N. Product: [F:16][C:2]([F:1])([F:15])[CH2:3][C:4]1[NH:5][C:6]2[C:11]([CH:12]=1)=[CH:10][C:9]([CH2:13][NH2:14])=[CH:8][CH:7]=2. The catalyst class is: 94.